Dataset: Forward reaction prediction with 1.9M reactions from USPTO patents (1976-2016). Task: Predict the product of the given reaction. (1) Given the reactants C[C:2]1[CH:7]=[CH:6][CH:5]=[CH:4][C:3]=1/[CH:8]=[CH:9]/[C:10]1[CH:15]=[CH:14][CH:13]=[CH:12][CH:11]=1.Cl[CH2:17]Cl, predict the reaction product. The product is: [CH3:17]/[C:8](/[C:3]1[CH:2]=[CH:7][CH:6]=[CH:5][CH:4]=1)=[CH:9]\[C:10]1[CH:11]=[CH:12][CH:13]=[CH:14][CH:15]=1. (2) Given the reactants [Cl:1][C:2]1[CH:10]=[CH:9][C:5]([C:6]([OH:8])=O)=[CH:4][C:3]=1[NH:11][C:12]([C:14]1[C:15](=[O:31])[NH:16][C:17]2[C:22]([CH:23]=1)=[CH:21][C:20]([O:24][CH2:25][CH2:26][O:27][CH3:28])=[C:19]([O:29][CH3:30])[CH:18]=2)=[O:13].[NH2:32][CH:33]([C:44]1[CH:49]=[CH:48][CH:47]=[CH:46][CH:45]=1)[CH2:34][CH2:35][NH:36]C(=O)OC(C)(C)C, predict the reaction product. The product is: [NH2:36][CH2:35][CH2:34][C@H:33]([NH:32][C:6]([C:5]1[CH:9]=[CH:10][C:2]([Cl:1])=[C:3]([NH:11][C:12]([C:14]2[C:15](=[O:31])[NH:16][C:17]3[C:22]([CH:23]=2)=[CH:21][C:20]([O:24][CH2:25][CH2:26][O:27][CH3:28])=[C:19]([O:29][CH3:30])[CH:18]=3)=[O:13])[CH:4]=1)=[O:8])[C:44]1[CH:49]=[CH:48][CH:47]=[CH:46][CH:45]=1. (3) Given the reactants CON(C)[C:4]([CH:6]1[CH2:10][CH2:9][CH2:8][CH:7]1[C:11]1[CH:16]=[C:15]([O:17][CH2:18][O:19][CH3:20])[CH:14]=[C:13]([C:21]([CH3:29])([CH3:28])[O:22][SiH2:23][C:24]([CH3:27])([CH3:26])[CH3:25])[C:12]=1[O:30][CH2:31][O:32][CH3:33])=[O:5].Br[C:36]1[CH:41]=[CH:40][C:39]([O:42][CH2:43][O:44][CH3:45])=[CH:38][CH:37]=1, predict the reaction product. The product is: [C:24]([SiH2:23][O:22][C:21]([CH3:29])([CH3:28])[C:13]1[C:12]([O:30][CH2:31][O:32][CH3:33])=[C:11]([CH:7]2[CH2:8][CH2:9][CH2:10][CH:6]2[C:4]([C:36]2[CH:41]=[CH:40][C:39]([O:42][CH2:43][O:44][CH3:45])=[CH:38][CH:37]=2)=[O:5])[CH:16]=[C:15]([O:17][CH2:18][O:19][CH3:20])[CH:14]=1)([CH3:25])([CH3:27])[CH3:26]. (4) The product is: [CH2:34]([O:33][C:31]1[N:32]=[C:26]([CH:14]2[CH2:13][CH:12]([C:4]3[CH:5]=[CH:6][C:7]([C:8]([F:9])([F:11])[F:10])=[C:2]([F:1])[CH:3]=3)[CH2:17][N:16]([C:18]([N:20]3[CH2:21][CH2:22][S:23][CH2:24][CH2:25]3)=[O:19])[CH2:15]2)[O:28][N:30]=1)[CH3:35]. Given the reactants [F:1][C:2]1[CH:3]=[C:4]([CH:12]2[CH2:17][N:16]([C:18]([N:20]3[CH2:25][CH2:24][S:23][CH2:22][CH2:21]3)=[O:19])[CH2:15][CH:14]([C:26]([OH:28])=O)[CH2:13]2)[CH:5]=[CH:6][C:7]=1[C:8]([F:11])([F:10])[F:9].O[N:30]=[C:31]([O:33][CH2:34][CH3:35])[NH2:32], predict the reaction product. (5) Given the reactants [C:1]([C:3]1[CH:8]=[CH:7][C:6]([C:9]([NH:30]S(C(C)(C)C)=O)([C:24]2[N:25]([CH3:29])[CH:26]=[N:27][CH:28]=2)[CH2:10][CH2:11][CH2:12][NH:13][CH2:14][CH2:15][C:16]2[CH:21]=[CH:20][CH:19]=[C:18]([O:22]C)[CH:17]=2)=[CH:5][C:4]=1[F:37])#[N:2].B(Br)(Br)Br.O, predict the reaction product. The product is: [NH2:30][C:9]([C:6]1[CH:7]=[CH:8][C:3]([C:1]#[N:2])=[C:4]([F:37])[CH:5]=1)([C:24]1[N:25]([CH3:29])[CH:26]=[N:27][CH:28]=1)[CH2:10][CH2:11][CH2:12][NH:13][CH2:14][CH2:15][C:16]1[CH:21]=[CH:20][CH:19]=[C:18]([OH:22])[CH:17]=1. (6) Given the reactants Br[C:2]1[C:3]([F:20])=[CH:4][C:5]2[CH:11]3[CH2:12][CH:9]([CH2:10]3)[N:8]3[CH:13]=[C:14]([C:16]([NH2:18])=[O:17])[N:15]=[C:7]3[C:6]=2[CH:19]=1.[N:21]1[CH:26]=[CH:25][CH:24]=[CH:23][C:22]=1[C@:27]([OH:31])([C:29]#[CH:30])[CH3:28], predict the reaction product. The product is: [F:20][C:3]1[C:2]([C:30]#[C:29][C@@:27]([OH:31])([C:22]2[CH:23]=[CH:24][CH:25]=[CH:26][N:21]=2)[CH3:28])=[CH:19][C:6]2[C:7]3[N:8]([CH:13]=[C:14]([C:16]([NH2:18])=[O:17])[N:15]=3)[CH:9]3[CH2:12][CH:11]([C:5]=2[CH:4]=1)[CH2:10]3. (7) Given the reactants [F:1][C:2]1[CH:3]=[C:4]([CH2:10][C:11]#N)[CH:5]=[C:6]([O:8][CH3:9])[CH:7]=1.[OH-:13].[Na+].Cl.C[OH:17].O, predict the reaction product. The product is: [F:1][C:2]1[CH:3]=[C:4]([CH2:10][C:11]([OH:17])=[O:13])[CH:5]=[C:6]([O:8][CH3:9])[CH:7]=1.